Dataset: Peptide-MHC class I binding affinity with 185,985 pairs from IEDB/IMGT. Task: Regression. Given a peptide amino acid sequence and an MHC pseudo amino acid sequence, predict their binding affinity value. This is MHC class I binding data. (1) The peptide sequence is QYSQPQQPI. The MHC is HLA-A23:01 with pseudo-sequence HLA-A23:01. The binding affinity (normalized) is 0.105. (2) The peptide sequence is SPNPTVEAGRT. The MHC is HLA-B07:02 with pseudo-sequence HLA-B07:02. The binding affinity (normalized) is 0.284. (3) The peptide sequence is FLHKRFTLV. The MHC is HLA-A02:01 with pseudo-sequence HLA-A02:01. The binding affinity (normalized) is 1.00. (4) The peptide sequence is LMLVTPSMTM. The MHC is HLA-A02:06 with pseudo-sequence HLA-A02:06. The binding affinity (normalized) is 0.364.